This data is from Full USPTO retrosynthesis dataset with 1.9M reactions from patents (1976-2016). The task is: Predict the reactants needed to synthesize the given product. (1) Given the product [CH3:13][O:14][C:15]1[CH:16]=[C:17]([CH:46]=[CH:47][C:48]=1[O:49][CH3:50])[O:18][C:19]1[C:24](=[O:25])[N:23]([CH2:26][C:27]2[CH:28]=[CH:29][C:30]([C:33]3[CH:38]=[CH:37][CH:36]=[CH:35][C:34]=3[C:39]3[NH:3][C:4](=[O:7])[O:5][N:40]=3)=[CH:31][CH:32]=2)[C:22]([CH2:41][CH2:42][CH3:43])=[N:21][C:20]=1[CH2:44][CH3:45], predict the reactants needed to synthesize it. The reactants are: [Cl-].O[NH3+:3].[C:4](=[O:7])([O-])[OH:5].[Na+].CS(C)=O.[CH3:13][O:14][C:15]1[CH:16]=[C:17]([CH:46]=[CH:47][C:48]=1[O:49][CH3:50])[O:18][C:19]1[C:24](=[O:25])[N:23]([CH2:26][C:27]2[CH:32]=[CH:31][C:30]([C:33]3[C:34]([C:39]#[N:40])=[CH:35][CH:36]=[CH:37][CH:38]=3)=[CH:29][CH:28]=2)[C:22]([CH2:41][CH2:42][CH3:43])=[N:21][C:20]=1[CH2:44][CH3:45]. (2) Given the product [O:44]=[S:40]1(=[O:43])[CH2:41][CH2:42][N:37]2[CH:36]=[CH:35][CH:34]=[C:33]([C:30]3[CH:31]=[CH:32][C:27]([OH:26])=[CH:28][CH:29]=3)[C:38]2=[N:39]1, predict the reactants needed to synthesize it. The reactants are: CCCC[N+](CCCC)(CCCC)CCCC.[F-].[Si]([O:26][C:27]1[CH:32]=[CH:31][C:30]([C:33]2[C:38]3=[N:39][S:40](=[O:44])(=[O:43])[CH2:41][CH2:42][N:37]3[CH:36]=[CH:35][CH:34]=2)=[CH:29][CH:28]=1)(C(C)(C)C)(C)C.[NH4+].[Cl-]. (3) Given the product [OH:14][C:8]1[N:7]=[C:5]2[S:6][C:2]([CH3:1])=[CH:3][N:4]2[C:10](=[O:11])[CH:9]=1, predict the reactants needed to synthesize it. The reactants are: [CH3:1][C:2]1[S:6][C:5]([NH2:7])=[N:4][CH:3]=1.[C:8](OC)(=[O:14])[CH2:9][C:10](OC)=[O:11]. (4) Given the product [Cl:26][C:27]1[CH:32]=[C:31]([C:33]([F:35])([F:34])[F:36])[CH:30]=[CH:29][C:28]=1[S:37]([NH:19][C:4]1[CH:5]=[CH:6][C:7]([S:8][C:9]2[CH:18]=[CH:17][C:16]3[C:11](=[CH:12][CH:13]=[CH:14][CH:15]=3)[CH:10]=2)=[C:2]([Cl:1])[CH:3]=1)(=[O:39])=[O:38], predict the reactants needed to synthesize it. The reactants are: [Cl:1][C:2]1[CH:3]=[C:4]([NH2:19])[CH:5]=[CH:6][C:7]=1[S:8][C:9]1[CH:18]=[CH:17][C:16]2[C:11](=[CH:12][CH:13]=[CH:14][CH:15]=2)[CH:10]=1.N1C=CC=CC=1.[Cl:26][C:27]1[CH:32]=[C:31]([C:33]([F:36])([F:35])[F:34])[CH:30]=[CH:29][C:28]=1[S:37](Cl)(=[O:39])=[O:38].